Dataset: NCI-60 drug combinations with 297,098 pairs across 59 cell lines. Task: Regression. Given two drug SMILES strings and cell line genomic features, predict the synergy score measuring deviation from expected non-interaction effect. (1) Drug 1: CC1OCC2C(O1)C(C(C(O2)OC3C4COC(=O)C4C(C5=CC6=C(C=C35)OCO6)C7=CC(=C(C(=C7)OC)O)OC)O)O. Drug 2: CN(C)C1=NC(=NC(=N1)N(C)C)N(C)C. Cell line: NCI-H226. Synergy scores: CSS=17.1, Synergy_ZIP=1.20, Synergy_Bliss=-0.282, Synergy_Loewe=-16.5, Synergy_HSA=-2.47. (2) Cell line: NCI-H322M. Drug 2: C1=NC2=C(N=C(N=C2N1C3C(C(C(O3)CO)O)O)F)N. Synergy scores: CSS=-2.92, Synergy_ZIP=0.424, Synergy_Bliss=-2.53, Synergy_Loewe=-3.66, Synergy_HSA=-4.56. Drug 1: C1CN1P(=S)(N2CC2)N3CC3. (3) Drug 1: CC1=C2C(C(=O)C3(C(CC4C(C3C(C(C2(C)C)(CC1OC(=O)C(C(C5=CC=CC=C5)NC(=O)OC(C)(C)C)O)O)OC(=O)C6=CC=CC=C6)(CO4)OC(=O)C)OC)C)OC. Drug 2: CN(C)C1=NC(=NC(=N1)N(C)C)N(C)C. Cell line: SN12C. Synergy scores: CSS=60.6, Synergy_ZIP=12.7, Synergy_Bliss=11.7, Synergy_Loewe=-19.0, Synergy_HSA=11.2. (4) Drug 1: CC12CCC(CC1=CCC3C2CCC4(C3CC=C4C5=CN=CC=C5)C)O. Drug 2: C1=NC2=C(N=C(N=C2N1C3C(C(C(O3)CO)O)F)Cl)N. Cell line: EKVX. Synergy scores: CSS=6.59, Synergy_ZIP=0.0864, Synergy_Bliss=-3.14, Synergy_Loewe=-22.6, Synergy_HSA=-5.37. (5) Drug 1: CC1=C2C(C(=O)C3(C(CC4C(C3C(C(C2(C)C)(CC1OC(=O)C(C(C5=CC=CC=C5)NC(=O)OC(C)(C)C)O)O)OC(=O)C6=CC=CC=C6)(CO4)OC(=O)C)O)C)O. Drug 2: CN1C2=C(C=C(C=C2)N(CCCl)CCCl)N=C1CCCC(=O)O.Cl. Cell line: SK-MEL-5. Synergy scores: CSS=35.4, Synergy_ZIP=-0.00798, Synergy_Bliss=1.17, Synergy_Loewe=-12.5, Synergy_HSA=4.24. (6) Drug 1: CC1=C2C(C(=O)C3(C(CC4C(C3C(C(C2(C)C)(CC1OC(=O)C(C(C5=CC=CC=C5)NC(=O)C6=CC=CC=C6)O)O)OC(=O)C7=CC=CC=C7)(CO4)OC(=O)C)O)C)OC(=O)C. Drug 2: CC(C)(C#N)C1=CC(=CC(=C1)CN2C=NC=N2)C(C)(C)C#N. Cell line: U251. Synergy scores: CSS=-1.99, Synergy_ZIP=-0.921, Synergy_Bliss=-3.52, Synergy_Loewe=-5.42, Synergy_HSA=-4.33.